From a dataset of Reaction yield outcomes from USPTO patents with 853,638 reactions. Predict the reaction yield, written as a fraction of the theoretical maximum amount of product (1.0 means a 100% yield; for example, 0.34 means a 34% yield). (1) The reactants are CCN(C(C)C)C(C)C.[CH2:10]([O:17][C:18]1[CH:23]=[CH:22][C:21]([CH2:24][CH:25]([NH:29][C:30]([O:32][C:33]([CH3:36])([CH3:35])[CH3:34])=[O:31])[C:26](O)=[O:27])=[CH:20][CH:19]=1)[C:11]1[CH:16]=[CH:15][CH:14]=[CH:13][CH:12]=1.F[P-](F)(F)(F)(F)F.N1(O[P+](N(C)C)(N(C)C)N(C)C)C2C=CC=CC=2N=N1.[CH3:64][O:65][NH:66][CH3:67].Cl. The catalyst is CN(C=O)C. The product is [C:33]([O:32][C:30](=[O:31])[NH:29][CH:25]([C:26](=[O:27])[N:66]([O:65][CH3:64])[CH3:67])[CH2:24][C:21]1[CH:22]=[CH:23][C:18]([O:17][CH2:10][C:11]2[CH:16]=[CH:15][CH:14]=[CH:13][CH:12]=2)=[CH:19][CH:20]=1)([CH3:35])([CH3:34])[CH3:36]. The yield is 1.00. (2) The reactants are [NH2:1][C:2]1[CH:9]=[CH:8][C:5]([CH2:6][NH2:7])=[CH:4][CH:3]=1.C([O-])(O)=O.[Na+].[N+:15]([C:18]1[CH:23]=[C:22]([N+:24]([O-:26])=[O:25])[CH:21]=[CH:20][C:19]=1F)([O-:17])=[O:16]. The catalyst is CN(C=O)C.O. The product is [NH2:1][C:2]1[CH:9]=[CH:8][C:5]([CH2:6][NH:7][C:19]2[CH:20]=[CH:21][C:22]([N+:24]([O-:26])=[O:25])=[CH:23][C:18]=2[N+:15]([O-:17])=[O:16])=[CH:4][CH:3]=1. The yield is 0.990. (3) The yield is 0.820. The reactants are [F:1][C:2]1[CH:32]=[CH:31][C:5]([O:6][C:7]2[CH:30]=[CH:29][C:10]([CH2:11][NH:12][CH2:13][C:14]3[CH:15]=[C:16]([CH:26]=[CH:27][CH:28]=3)[CH2:17][NH:18][C:19](=[O:25])[O:20][C:21]([CH3:24])([CH3:23])[CH3:22])=[CH:9][CH:8]=2)=[CH:4][CH:3]=1.[Cl:33][C:34]1[C:35]([OH:45])=[C:36]([S:41](Cl)(=[O:43])=[O:42])[CH:37]=[C:38]([Cl:40])[CH:39]=1.CCN(CC)CC. The product is [Cl:33][C:34]1[C:35]([OH:45])=[C:36]([S:41]([N:12]([CH2:13][C:14]2[CH:15]=[C:16]([CH:26]=[CH:27][CH:28]=2)[CH2:17][NH:18][C:19](=[O:25])[O:20][C:21]([CH3:24])([CH3:23])[CH3:22])[CH2:11][C:10]2[CH:29]=[CH:30][C:7]([O:6][C:5]3[CH:4]=[CH:3][C:2]([F:1])=[CH:32][CH:31]=3)=[CH:8][CH:9]=2)(=[O:43])=[O:42])[CH:37]=[C:38]([Cl:40])[CH:39]=1. The catalyst is C(Cl)Cl. (4) No catalyst specified. The product is [Br:1][C:2]1[CH:10]=[CH:9][CH:8]=[C:7]([Si:11]([CH3:14])([CH3:13])[CH3:12])[C:3]=1[C:4]([NH:18][CH2:15][C:16]#[CH:17])=[O:5]. The yield is 0.810. The reactants are [Br:1][C:2]1[CH:10]=[CH:9][CH:8]=[C:7]([Si:11]([CH3:14])([CH3:13])[CH3:12])[C:3]=1[C:4](Cl)=[O:5].[CH2:15]([NH2:18])[C:16]#[CH:17]. (5) The reactants are C(OC([N:8]1[CH2:12][C:11](=[CH2:13])[CH2:10][N:9]1[C:14]([O:16][CH2:17][C:18]1[CH:23]=[CH:22][CH:21]=[CH:20][CH:19]=1)=[O:15])=O)(C)(C)C.S(Cl)(Cl)=O.Cl. The catalyst is CO. The product is [CH2:17]([O:16][C:14]([N:9]1[CH2:10][C:11](=[CH2:13])[CH2:12][NH:8]1)=[O:15])[C:18]1[CH:19]=[CH:20][CH:21]=[CH:22][CH:23]=1. The yield is 0.970. (6) The reactants are [Cl:1][C:2]1[CH:3]=[C:4]([CH:20]=[CH:21][CH:22]=1)[C:5]([C@@H:7]1[CH2:12][CH2:11][CH2:10][N:9]([C:13]([O:15][C:16]([CH3:19])([CH3:18])[CH3:17])=[O:14])[CH2:8]1)=[O:6].C1(C)C=CC=CC=1. The catalyst is C1COCC1.C(OCC)(=O)C. The product is [Cl:1][C:2]1[CH:3]=[C:4]([C@H:5]([OH:6])[C@@H:7]2[CH2:12][CH2:11][CH2:10][N:9]([C:13]([O:15][C:16]([CH3:18])([CH3:17])[CH3:19])=[O:14])[CH2:8]2)[CH:20]=[CH:21][CH:22]=1. The yield is 0.350. (7) The reactants are CC1C=CC(S(O)(=O)=O)=CC=1.[CH2:12]([N:14](CC)CC)[CH3:13].ClC(Cl)(O[C:23](=[O:29])[O:24][C:25](Cl)(Cl)Cl)Cl.[CH3:31][OH:32]. The catalyst is C(Cl)Cl. The product is [CH3:31][O:32][CH2:13][C@H:12]1[CH2:25][O:24][C:23](=[O:29])[NH:14]1. The yield is 0.380.